This data is from Catalyst prediction with 721,799 reactions and 888 catalyst types from USPTO. The task is: Predict which catalyst facilitates the given reaction. (1) Reactant: [CH2:1]([O:3][C:4]([CH:9]1[CH2:11][CH2:10]1)=[N:5][CH2:6][C:7]#[N:8])C.CC(C)([O-])C.[K+].C(OCC)=O. Product: [CH:9]1([C:4]2[O:3][CH:1]=[C:6]([C:7]#[N:8])[N:5]=2)[CH2:11][CH2:10]1. The catalyst class is: 116. (2) Reactant: [N:1]1([C:6]([C:8]2[CH:9]=[C:10]([NH:21][C:22]3[C:31]4[C:26](=[CH:27][C:28]([Cl:32])=[CH:29][CH:30]=4)[N:25]=[CH:24][CH:23]=3)[CH:11]=[C:12]([C:14]([N:16]3[CH2:20][CH2:19][CH2:18][CH2:17]3)=O)[CH:13]=2)=O)[CH2:5][CH2:4][CH2:3][CH2:2]1.[H-].[H-].[H-].[H-].[Li+].[Al+3].C(OCC)(=O)C. Product: [N:1]1([CH2:6][C:8]2[CH:9]=[C:10]([NH:21][C:22]3[C:31]4[C:26](=[CH:27][C:28]([Cl:32])=[CH:29][CH:30]=4)[N:25]=[CH:24][CH:23]=3)[CH:11]=[C:12]([CH2:14][N:16]3[CH2:17][CH2:18][CH2:19][CH2:20]3)[CH:13]=2)[CH2:5][CH2:4][CH2:3][CH2:2]1. The catalyst class is: 1. (3) Reactant: Cl[C:2]1[CH:3]=[CH:4][C:5]2[N:6]([C:8]([CH:11]([F:13])[F:12])=[N:9][N:10]=2)[N:7]=1.[F:14][C:15]1[CH:20]=[CH:19][C:18]([C@H:21]([N:23]2[CH2:28][CH2:27][NH:26][CH2:25][CH2:24]2)[CH3:22])=[CH:17][CH:16]=1.CCN(C(C)C)C(C)C. Product: [F:12][CH:11]([F:13])[C:8]1[N:6]2[N:7]=[C:2]([N:26]3[CH2:25][CH2:24][N:23]([C@@H:21]([C:18]4[CH:19]=[CH:20][C:15]([F:14])=[CH:16][CH:17]=4)[CH3:22])[CH2:28][CH2:27]3)[CH:3]=[CH:4][C:5]2=[N:10][N:9]=1. The catalyst class is: 3. (4) Reactant: [C:1]([O:5][C:6]([N:8]1[CH2:12][CH2:11][C@H:10]([O:13][C:14]2[CH:15]=[CH:16][C:17]3[O:22][CH2:21][CH2:20][NH:19][C:18]=3[C:23]=2[F:24])[CH2:9]1)=[O:7])([CH3:4])([CH3:3])[CH3:2].Br[C:26]1[CH:27]=[C:28]([CH3:34])[C:29]([O:32][CH3:33])=[N:30][CH:31]=1.CC(OC1C=CC=C(OC(C)C)C=1C1C(P(C2CCCCC2)C2CCCCC2)=CC=CC=1)C.CC([O-])(C)C.[Na+]. Product: [C:1]([O:5][C:6]([N:8]1[CH2:12][CH2:11][C@H:10]([O:13][C:14]2[CH:15]=[CH:16][C:17]3[O:22][CH2:21][CH2:20][N:19]([C:26]4[CH:31]=[N:30][C:29]([O:32][CH3:33])=[C:28]([CH3:34])[CH:27]=4)[C:18]=3[C:23]=2[F:24])[CH2:9]1)=[O:7])([CH3:4])([CH3:2])[CH3:3]. The catalyst class is: 12. (5) Reactant: [Cl:1][C:2]1[CH:10]=[C:9]([N:11]2[CH2:16][CH2:15][O:14][CH2:13][S:12]2(=[O:18])=[O:17])[CH:8]=[CH:7][C:3]=1[C:4]([OH:6])=O.[Cl:19][C:20]1[CH:26]=[CH:25][C:23]([NH2:24])=[CH:22][C:21]=1[C:27]1[CH:36]=[CH:35][C:34]2[C:29](=[CH:30][CH:31]=[N:32][CH:33]=2)[N:28]=1.CN(C(ON1N=NC2C=CC=NC1=2)=[N+](C)C)C.F[P-](F)(F)(F)(F)F.CCN(C(C)C)C(C)C. Product: [Cl:1][C:2]1[CH:10]=[C:9]([N:11]2[CH2:16][CH2:15][O:14][CH2:13][S:12]2(=[O:18])=[O:17])[CH:8]=[CH:7][C:3]=1[C:4]([NH:24][C:23]1[CH:25]=[CH:26][C:20]([Cl:19])=[C:21]([C:27]2[CH:36]=[CH:35][C:34]3[C:29](=[CH:30][CH:31]=[N:32][CH:33]=3)[N:28]=2)[CH:22]=1)=[O:6]. The catalyst class is: 31. (6) Reactant: [C:1]1([C:7]2[N:8]=[C:9]([C:23]3[CH:28]=[CH:27][N:26]=[C:25]([NH:29][C:30](=[O:33])[CH:31]=[CH2:32])[CH:24]=3)[S:10][C:11]=2[C:12]2[N:16]=[CH:15][N:14](C3CCCCO3)[N:13]=2)[CH:6]=[CH:5][CH:4]=[CH:3][CH:2]=1.C(N(CC)CC)C.[C:41]1([SH:47])[CH:46]=[CH:45][CH:44]=[CH:43][CH:42]=1. Product: [C:41]1([S:47][CH2:32][CH2:31][C:30]([NH:29][C:25]2[CH:24]=[C:23]([C:9]3[S:10][C:11]([C:12]4[NH:16][CH:15]=[N:14][N:13]=4)=[C:7]([C:1]4[CH:2]=[CH:3][CH:4]=[CH:5][CH:6]=4)[N:8]=3)[CH:28]=[CH:27][N:26]=2)=[O:33])[CH:46]=[CH:45][CH:44]=[CH:43][CH:42]=1. The catalyst class is: 54. (7) Reactant: [CH2:1]([O:8][C:9]([N:11]1[CH2:16][CH2:15][NH:14][CH2:13][CH2:12]1)=[O:10])[C:2]1[CH:7]=[CH:6][CH:5]=[CH:4][CH:3]=1.F[C:18]1[CH:23]=[C:22]([CH3:24])[CH:21]=[CH:20][C:19]=1[N+:25]([O-:27])=[O:26].C(=O)([O-])[O-].[K+].[K+].O. Product: [CH2:1]([O:8][C:9]([N:11]1[CH2:16][CH2:15][N:14]([C:18]2[CH:23]=[C:22]([CH3:24])[CH:21]=[CH:20][C:19]=2[N+:25]([O-:27])=[O:26])[CH2:13][CH2:12]1)=[O:10])[C:2]1[CH:7]=[CH:6][CH:5]=[CH:4][CH:3]=1. The catalyst class is: 16.